Dataset: Reaction yield outcomes from USPTO patents with 853,638 reactions. Task: Predict the reaction yield, written as a fraction of the theoretical maximum amount of product (1.0 means a 100% yield; for example, 0.34 means a 34% yield). (1) The reactants are [Cl:1][C:2]1[CH:3]=[CH:4][C:5]([O:22][CH3:23])=[C:6]([CH:8]([NH:10][C:11]2[CH:16]=[C:15](F)[CH:14]=[CH:13][C:12]=2[S:18]([CH3:21])(=[O:20])=[O:19])[CH3:9])[CH:7]=1.[NH:24]1[CH2:29][CH2:28][NH:27][CH2:26][CH2:25]1.C(N(CC)C(C)C)(C)C. The catalyst is C(#N)C. The product is [ClH:1].[Cl:1][C:2]1[CH:3]=[CH:4][C:5]([O:22][CH3:23])=[C:6]([CH:8]([NH:10][C:11]2[CH:16]=[C:15]([N:24]3[CH2:29][CH2:28][NH:27][CH2:26][CH2:25]3)[CH:14]=[CH:13][C:12]=2[S:18]([CH3:21])(=[O:20])=[O:19])[CH3:9])[CH:7]=1. The yield is 0.250. (2) The reactants are [CH3:1][O:2][C:3](=[O:13])[CH2:4][C:5]1[CH:10]=[C:9]([OH:11])[CH:8]=[C:7]([OH:12])[CH:6]=1.C(=O)([O-])[O-].[K+].[K+].[I-].[K+].[CH2:22](Br)[C:23]1[CH:28]=[CH:27][CH:26]=[CH:25][CH:24]=1. The catalyst is CC(C)=O.O. The product is [CH3:1][O:2][C:3](=[O:13])[CH2:4][C:5]1[CH:10]=[C:9]([OH:11])[CH:8]=[C:7]([O:12][CH2:22][C:23]2[CH:28]=[CH:27][CH:26]=[CH:25][CH:24]=2)[CH:6]=1. The yield is 0.330. (3) The reactants are Br[C:2]1[N:3]=[C:4]2[N:11]([CH2:12][CH3:13])[CH2:10][C:9](=[O:14])[NH:8][C:5]2=[N:6][CH:7]=1.[O:15]1[CH2:20][CH2:19][CH2:18][CH2:17][CH:16]1[N:21]1[CH:25]=[N:24][N:23]=[C:22]1[C:26]1[CH:31]=[CH:30][C:29](B2OC(C)(C)C(C)(C)O2)=[CH:28][CH:27]=1.C(=O)([O-])[O-].[Na+].[Na+]. The catalyst is O1CCOCC1.O.C1C=CC(P(C2C=CC=CC=2)[C-]2C=CC=C2)=CC=1.C1C=CC(P(C2C=CC=CC=2)[C-]2C=CC=C2)=CC=1.Cl[Pd]Cl.[Fe+2]. The product is [CH2:12]([N:11]1[C:4]2[C:5](=[N:6][CH:7]=[C:2]([C:29]3[CH:30]=[CH:31][C:26]([C:22]4[N:21]([CH:16]5[CH2:17][CH2:18][CH2:19][CH2:20][O:15]5)[CH:25]=[N:24][N:23]=4)=[CH:27][CH:28]=3)[N:3]=2)[NH:8][C:9](=[O:14])[CH2:10]1)[CH3:13]. The yield is 0.450. (4) The reactants are [Br:1][C:2]1[CH:7]=[C:6]([F:8])[CH:5]=[C:4]([Br:9])[C:3]=1I.C([Mg]Cl)(C)C.CN([CH:19]=[O:20])C. The catalyst is C1(C)C=CC=CC=1. The product is [Br:1][C:2]1[CH:7]=[C:6]([F:8])[CH:5]=[C:4]([Br:9])[C:3]=1[CH:19]=[O:20]. The yield is 0.540. (5) The reactants are [OH-].[Na+].[CH3:3][S:4]([CH2:7][C:8]1[N:13]=[C:12]([S:14][CH3:15])[N:11]=[C:10]([N:16]2[CH2:21][CH2:20][O:19][CH2:18][CH2:17]2)[CH:9]=1)(=[O:6])=[O:5].Br[CH2:23][CH2:24]Br.O. The catalyst is CCCC[N+](CCCC)(CCCC)CCCC.[Br-].C1(C)C=CC=CC=1. The product is [CH3:3][S:4]([C:7]1([C:8]2[N:13]=[C:12]([S:14][CH3:15])[N:11]=[C:10]([N:16]3[CH2:17][CH2:18][O:19][CH2:20][CH2:21]3)[CH:9]=2)[CH2:24][CH2:23]1)(=[O:5])=[O:6]. The yield is 0.920. (6) The reactants are [CH3:1][N:2]([CH3:26])[CH2:3][CH2:4][CH2:5][O:6][C:7]1[C:8]([CH3:25])=[C:9]2[N:14]([CH:15]=1)[N:13]=[CH:12][N:11]=[C:10]2[O:16][C:17]1[CH:22]=[CH:21][C:20]([NH2:23])=[CH:19][C:18]=1[F:24].[ClH:27].Cl.FC1C=C(NC(NC(=O)CC2C=CC(F)=CC=2)=S)C=CC=1OC1C2=C(C)C(OCCN3CCN(C)CC3)=CN2N=CN=1.C(NC(=O)OC1C(C)=C2N(C=1)N=CN=C2OC1C=CC(N[C:93]([NH:95][C:96](=[O:105])[CH2:97][C:98]2[CH:103]=[CH:102][C:101]([F:104])=[CH:100][CH:99]=2)=[O:94])=CC=1F)C. No catalyst specified. The product is [ClH:27].[CH3:26][N:2]([CH3:1])[CH2:3][CH2:4][CH2:5][O:6][C:7]1[C:8]([CH3:25])=[C:9]2[N:14]([CH:15]=1)[N:13]=[CH:12][N:11]=[C:10]2[O:16][C:17]1[CH:22]=[CH:21][C:20]([NH:23][C:93]([NH:95][C:96](=[O:105])[CH2:97][C:98]2[CH:103]=[CH:102][C:101]([F:104])=[CH:100][CH:99]=2)=[O:94])=[CH:19][C:18]=1[F:24]. The yield is 0.130.